Dataset: Full USPTO retrosynthesis dataset with 1.9M reactions from patents (1976-2016). Task: Predict the reactants needed to synthesize the given product. (1) Given the product [C:1]([C@H:5]1[CH2:6][CH2:7][C@H:8]([O:11][C:12]2[C:13]([I:29])=[C:14]3[C:19](=[CH:20][CH:21]=2)[CH2:18][C@@H:17]([C@:22]2([CH3:28])[CH2:26][O:25][C:24](=[O:27])[NH:23]2)[CH2:16][CH2:15]3)[CH2:9][CH2:10]1)([CH3:4])([CH3:2])[CH3:3], predict the reactants needed to synthesize it. The reactants are: [C:1]([C@H:5]1[CH2:10][CH2:9][C@H:8]([O:11][C:12]2[CH:13]=[C:14]3[C:19](=[CH:20][CH:21]=2)[CH2:18][C@@H:17]([C@:22]2([CH3:28])[CH2:26][O:25][C:24](=[O:27])[NH:23]2)[CH2:16][CH2:15]3)[CH2:7][CH2:6]1)([CH3:4])([CH3:3])[CH3:2].[I:29]N1C(=O)CCC1=O.C(Cl)Cl. (2) Given the product [Cl:1][C:2]1[CH:3]=[CH:4][C:5]([C:6]([NH:34][C:35]2[N:39]([CH:40]3[CH2:41][CH2:42][N:43]([C:46]([O:48][C:49]([CH3:50])([CH3:51])[CH3:52])=[O:47])[CH2:44][CH2:45]3)[C:38]3[CH:53]=[CH:54][CH:55]=[CH:56][C:37]=3[N:36]=2)=[O:8])=[CH:9][CH:10]=1, predict the reactants needed to synthesize it. The reactants are: [Cl:1][C:2]1[CH:10]=[CH:9][C:5]([C:6]([OH:8])=O)=[CH:4][CH:3]=1.CCN=C=NCCCN(C)C.Cl.C1C=CC2N(O)N=NC=2C=1.O.[NH:34]=[C:35]1[N:39]([CH:40]2[CH2:45][CH2:44][N:43]([C:46]([O:48][C:49]([CH3:52])([CH3:51])[CH3:50])=[O:47])[CH2:42][CH2:41]2)[C:38]2[CH:53]=[CH:54][CH:55]=[CH:56][C:37]=2[NH:36]1.C([O-])(O)=O.[Na+]. (3) Given the product [CH2:1]([O:3][C:4]1[CH:5]=[C:6]([O:58][CH:59]([CH3:60])[CH3:61])[C:7]([F:57])=[C:8]([CH:10]([NH:44][C:45]2[CH:46]=[CH:47][C:48]([C:51]3[N:55]=[C:54]([CH3:56])[O:53][N:52]=3)=[CH:49][CH:50]=2)[C:11]2[N:12]([C:25]([C:32]3[CH:37]=[CH:36][CH:35]=[CH:34][CH:33]=3)([C:26]3[CH:31]=[CH:30][CH:29]=[CH:28][CH:27]=3)[C:38]3[CH:39]=[CH:40][CH:41]=[CH:42][CH:43]=3)[CH:13]=[C:14]([C:16]3[CH:21]=[CH:20][CH:19]=[CH:18][C:17]=3[CH:22]([OH:24])[CH3:23])[N:15]=2)[CH:9]=1)[CH3:2], predict the reactants needed to synthesize it. The reactants are: [CH2:1]([O:3][C:4]1[CH:5]=[C:6]([O:58][CH:59]([CH3:61])[CH3:60])[C:7]([F:57])=[C:8]([CH:10]([NH:44][C:45]2[CH:50]=[CH:49][C:48]([C:51]3[N:55]=[C:54]([CH3:56])[O:53][N:52]=3)=[CH:47][CH:46]=2)[C:11]2[N:12]([C:25]([C:38]3[CH:43]=[CH:42][CH:41]=[CH:40][CH:39]=3)([C:32]3[CH:37]=[CH:36][CH:35]=[CH:34][CH:33]=3)[C:26]3[CH:31]=[CH:30][CH:29]=[CH:28][CH:27]=3)[CH:13]=[C:14]([C:16]3[CH:21]=[CH:20][CH:19]=[CH:18][C:17]=3[C:22](=[O:24])[CH3:23])[N:15]=2)[CH:9]=1)[CH3:2].[BH4-].[Na+]. (4) The reactants are: [CH3:1][C:2]1([CH3:15])[C:14]2[CH:13]=[CH:12][CH:11]=[CH:10][C:9]=2[C:8]2[C:3]1=[CH:4][CH:5]=[CH:6][CH:7]=2.[C:16]1(=[O:26])[O:21][C:19](=[O:20])[C:18]2=[CH:22][CH:23]=[CH:24][CH:25]=[C:17]12.[Cl-].[Al+3].[Cl-].[Cl-]. Given the product [CH3:1][C:2]1([CH3:15])[C:3]2[CH:4]=[C:5]([C:16]([C:17]3[CH:25]=[CH:24][CH:23]=[CH:22][C:18]=3[C:19]([OH:21])=[O:20])=[O:26])[CH:6]=[CH:7][C:8]=2[C:9]2[C:14]1=[CH:13][CH:12]=[CH:11][CH:10]=2, predict the reactants needed to synthesize it.